From a dataset of Experimental lipophilicity measurements (octanol/water distribution) for 4,200 compounds from AstraZeneca. Regression/Classification. Given a drug SMILES string, predict its absorption, distribution, metabolism, or excretion properties. Task type varies by dataset: regression for continuous measurements (e.g., permeability, clearance, half-life) or binary classification for categorical outcomes (e.g., BBB penetration, CYP inhibition). For this dataset (lipophilicity_astrazeneca), we predict Y. (1) The compound is O=C(CC12CC3CC(CC(C3)C1)C2)Nc1cccc2ncccc12. The Y is 3.83 logD. (2) The Y is 1.69 logD. The compound is Nc1ccccc1NC(=O)c1ccc(-c2ncc(CN3CCC3)cc2F)cc1. (3) The drug is NC1(c2ccc(-c3c(-c4ccccc4)ccc4ccnn34)cc2)CCC1. The Y is 2.90 logD. (4) The Y is 0.700 logD. The molecule is C[C@H]1CN(Cc2cc(Cl)ccc2OCC(=O)O)C[C@@H](C)N1C(=O)Cc1ccccc1. (5) The drug is CCOc1ccccc1-c1ccc(-c2nc3ccc(F)cc3c(C(=O)NCCOCCN)c2C)cc1. The Y is 2.46 logD. (6) The drug is Cc1cc(-c2ccc(Cl)c(C(=O)NCC3(O)CCCCCC3)c2)n[nH]1. The Y is 3.41 logD. (7) The drug is O=C1CN(C(=O)c2ccco2)c2ccccc2N1. The Y is 1.21 logD. (8) The drug is O=c1[nH][nH]c(=O)c2c1[nH]c1cc(Cl)cc(Cl)c12. The Y is 1.02 logD. (9) The drug is CN1CCCC(CN2CCN(C(=O)Nc3ccc(Cl)c(Cl)c3)CC2)C1. The Y is 1.98 logD.